From a dataset of Forward reaction prediction with 1.9M reactions from USPTO patents (1976-2016). Predict the product of the given reaction. (1) Given the reactants [CH:1]1([CH2:7][CH2:8][CH2:9][CH2:10][C:11]2[N:15]([CH2:16][C:17](OCC)=[O:18])[C:14]3[CH:22]=[CH:23][CH:24]=[CH:25][C:13]=3[N:12]=2)[CH2:6][CH2:5][CH2:4][CH2:3][CH2:2]1.C1COCC1, predict the reaction product. The product is: [CH:1]1([CH2:7][CH2:8][CH2:9][CH2:10][C:11]2[N:15]([CH2:16][CH2:17][OH:18])[C:14]3[CH:22]=[CH:23][CH:24]=[CH:25][C:13]=3[N:12]=2)[CH2:6][CH2:5][CH2:4][CH2:3][CH2:2]1. (2) Given the reactants [C:1]([O:5][C:6]([NH:8][C@@H:9]1[CH2:14][CH:13]=[CH:12][CH2:11][C@@H:10]1[NH:15][C:16]([O:18][C:19]([CH3:22])([CH3:21])[CH3:20])=[O:17])=[O:7])([CH3:4])([CH3:3])[CH3:2].[OH-:23].[Na+].OO, predict the reaction product. The product is: [C:19]([O:18][C:16]([NH:15][C@@H:10]1[CH2:11][CH2:12][CH:13]([OH:23])[CH2:14][C@@H:9]1[NH:8][C:6]([O:5][C:1]([CH3:4])([CH3:3])[CH3:2])=[O:7])=[O:17])([CH3:22])([CH3:21])[CH3:20]. (3) Given the reactants [N:1]([CH2:4][CH2:5][O:6][CH2:7][CH2:8][O:9][CH2:10][CH2:11][O:12][CH2:13][CH2:14][O:15][CH2:16][CH2:17][O:18][CH2:19][CH2:20][O:21][CH2:22][CH2:23][O:24][CH2:25][CH2:26][O:27][CH2:28][CH2:29][O:30][CH2:31][CH2:32][O:33][CH2:34][CH2:35][O:36][CH2:37][CH2:38][NH:39][C:40](=[O:77])[CH2:41][CH2:42][C@@H:43]([C:70]([O:72]C(C)(C)C)=[O:71])[NH:44][C:45](=[O:69])[CH2:46][CH2:47][CH2:48][CH2:49][CH2:50][CH2:51][CH2:52][CH2:53][CH2:54][CH2:55][CH2:56][CH2:57][CH2:58][CH2:59][CH2:60][CH2:61][C:62]([O:64]C(C)(C)C)=[O:63])=[N+:2]=[N-:3].C(O)(C(F)(F)F)=O, predict the reaction product. The product is: [N:1]([CH2:4][CH2:5][O:6][CH2:7][CH2:8][O:9][CH2:10][CH2:11][O:12][CH2:13][CH2:14][O:15][CH2:16][CH2:17][O:18][CH2:19][CH2:20][O:21][CH2:22][CH2:23][O:24][CH2:25][CH2:26][O:27][CH2:28][CH2:29][O:30][CH2:31][CH2:32][O:33][CH2:34][CH2:35][O:36][CH2:37][CH2:38][NH:39][C:40](=[O:77])[CH2:41][CH2:42][C@@H:43]([C:70]([OH:72])=[O:71])[NH:44][C:45](=[O:69])[CH2:46][CH2:47][CH2:48][CH2:49][CH2:50][CH2:51][CH2:52][CH2:53][CH2:54][CH2:55][CH2:56][CH2:57][CH2:58][CH2:59][CH2:60][CH2:61][C:62]([OH:64])=[O:63])=[N+:2]=[N-:3]. (4) The product is: [O:9]1[C:10]2[CH:16]=[CH:15][CH:14]=[CH:13][C:11]=2[N:12]=[C:8]1[C:5]1[CH:6]=[CH:7][C:2]([CH:32]2[CH2:31][CH2:30][O:29][CH2:28][CH2:33]2)=[C:3]([N+:17]([O-:19])=[O:18])[CH:4]=1. Given the reactants F[C:2]1[CH:7]=[CH:6][C:5]([C:8]2[O:9][C:10]3[CH:16]=[CH:15][CH:14]=[CH:13][C:11]=3[N:12]=2)=[CH:4][C:3]=1[N+:17]([O-:19])=[O:18].C(N(CC)CC)C.N[CH:28]1[CH2:33][CH2:32][CH2:31][CH2:30][O:29]1, predict the reaction product. (5) Given the reactants [Cl:1]/[C:2](/[C:12]([F:15])([F:14])[F:13])=[CH:3]\[CH:4]1[CH:6]([C:7](Cl)=[O:8])[C:5]1([CH3:11])[CH3:10].[NH2:16][CH:17]([C:20]1[CH:25]=[CH:24][CH:23]=[C:22]([O:26][C:27]2[CH:32]=[CH:31][CH:30]=[CH:29][CH:28]=2)[CH:21]=1)[C:18]#[N:19].N1C=CC=CC=1, predict the reaction product. The product is: [Cl:1]/[C:2](/[C:12]([F:15])([F:14])[F:13])=[CH:3]\[CH:4]1[CH:6]([C:7]([NH:16][CH:17]([C:18]#[N:19])[C:20]2[CH:25]=[CH:24][CH:23]=[C:22]([O:26][C:27]3[CH:28]=[CH:29][CH:30]=[CH:31][CH:32]=3)[CH:21]=2)=[O:8])[C:5]1([CH3:11])[CH3:10]. (6) Given the reactants Cl[C:2]1[CH:7]=[C:6]([C:8]([F:11])([F:10])[F:9])[N:5]=[C:4]([C:12]2[CH:17]=[CH:16][N:15]=[CH:14][CH:13]=2)[N:3]=1.[NH2:18][C:19]1[C:24]([CH3:25])=[CH:23][C:22]([OH:26])=[C:21]([CH3:27])[CH:20]=1, predict the reaction product. The product is: [CH3:25][C:24]1[CH:23]=[C:22]([OH:26])[C:21]([CH3:27])=[CH:20][C:19]=1[NH:18][C:2]1[CH:7]=[C:6]([C:8]([F:11])([F:10])[F:9])[N:5]=[C:4]([C:12]2[CH:17]=[CH:16][N:15]=[CH:14][CH:13]=2)[N:3]=1.